Dataset: Catalyst prediction with 721,799 reactions and 888 catalyst types from USPTO. Task: Predict which catalyst facilitates the given reaction. Reactant: [OH-].[K+].[Cl:3][C:4]1[CH:5]=[CH:6][C:7]2[N:8]([N:10]=[C:11]([N:24]3[CH2:29][CH2:28][O:27][CH2:26][CH2:25]3)[C:12]=2[CH2:13][C:14]2[N:19]=[C:18]([C:20]([O:22]C)=[O:21])[CH:17]=[CH:16][CH:15]=2)[CH:9]=1.Cl. Product: [Cl:3][C:4]1[CH:5]=[CH:6][C:7]2[N:8]([N:10]=[C:11]([N:24]3[CH2:29][CH2:28][O:27][CH2:26][CH2:25]3)[C:12]=2[CH2:13][C:14]2[N:19]=[C:18]([C:20]([OH:22])=[O:21])[CH:17]=[CH:16][CH:15]=2)[CH:9]=1. The catalyst class is: 5.